From a dataset of Full USPTO retrosynthesis dataset with 1.9M reactions from patents (1976-2016). Predict the reactants needed to synthesize the given product. Given the product [Cl:32][C:24]1[C:25]([S:28](=[O:29])(=[O:30])[NH:1][C:2]2[CH:3]=[CH:4][C:5]3[CH2:9][O:8][B:7]([OH:10])[C:6]=3[CH:11]=2)=[CH:26][N:27]=[C:22]([NH:21][C:18](=[O:20])[CH3:19])[CH:23]=1, predict the reactants needed to synthesize it. The reactants are: [NH2:1][C:2]1[CH:3]=[CH:4][C:5]2[CH2:9][O:8][B:7]([OH:10])[C:6]=2[CH:11]=1.C(=O)([O-])[O-].[K+].[K+].[C:18]([NH:21][C:22]1[N:27]=[CH:26][C:25]([S:28](Cl)(=[O:30])=[O:29])=[C:24]([Cl:32])[CH:23]=1)(=[O:20])[CH3:19].